Predict the reaction yield, written as a fraction of the theoretical maximum amount of product (1.0 means a 100% yield; for example, 0.34 means a 34% yield). From a dataset of Reaction yield outcomes from USPTO patents with 853,638 reactions. (1) The reactants are [Cl:1][C:2]1[N:3]=[C:4]([N:13]2[CH2:18][CH2:17][O:16][CH2:15][CH2:14]2)[C:5]2[S:10][C:9]([CH:11]=O)=[CH:8][C:6]=2[N:7]=1.Cl.Cl.[NH:21]1[CH2:26][CH2:25][CH:24]([CH2:27][N:28]2[CH2:33][CH2:32][O:31][CH2:30][CH2:29]2)[CH2:23][CH2:22]1. No catalyst specified. The product is [Cl:1][C:2]1[N:3]=[C:4]([N:13]2[CH2:18][CH2:17][O:16][CH2:15][CH2:14]2)[C:5]2[S:10][C:9]([CH2:11][N:21]3[CH2:26][CH2:25][CH:24]([CH2:27][N:28]4[CH2:33][CH2:32][O:31][CH2:30][CH2:29]4)[CH2:23][CH2:22]3)=[CH:8][C:6]=2[N:7]=1. The yield is 0.430. (2) The reactants are [I:1][CH2:2][CH2:3][CH2:4][CH2:5][CH2:6][CH2:7][CH2:8][CH2:9]I.[N:11]1[CH:16]=[CH:15][CH:14]=[CH:13][CH:12]=1. No catalyst specified. The product is [I-:1].[I-:1].[CH2:2]([N+:11]1[CH:16]=[CH:15][CH:14]=[CH:13][CH:12]=1)[CH2:3][CH2:4][CH2:5][CH2:6][CH2:7][CH2:8][CH2:9][N+:11]1[CH:16]=[CH:15][CH:14]=[CH:13][CH:12]=1. The yield is 0.930. (3) The reactants are S(Cl)(Cl)=O.CC1C=CC=CC=1CCC(O)=O.CC1C=CC=CC=1CCC(Cl)=O.[CH3:29][O:30][C:31]1[CH:32]=[C:33]2[C:38](=[CH:39][C:40]=1[O:41][CH3:42])[N:37]=[CH:36][N:35]=[C:34]2[O:43][C:44]1[CH:50]=[CH:49][C:47]([NH2:48])=[CH:46][CH:45]=1.[CH3:51][C:52]1[CH:57]=[CH:56][CH:55]=[CH:54][C:53]=1[CH2:58][CH2:59][C:60]([N:62]=[C:63]=[S:64])=[O:61]. The catalyst is C1(C)C=CC=CC=1.C(O)C. The product is [CH3:29][O:30][C:31]1[CH:32]=[C:33]2[C:38](=[CH:39][C:40]=1[O:41][CH3:42])[N:37]=[CH:36][N:35]=[C:34]2[O:43][C:44]1[CH:50]=[CH:49][C:47]([NH:48][C:63]([NH:62][C:60](=[O:61])[CH2:59][CH2:58][C:53]2[CH:54]=[CH:55][CH:56]=[CH:57][C:52]=2[CH3:51])=[S:64])=[CH:46][CH:45]=1. The yield is 0.570. (4) The reactants are [CH3:1][N:2]1[CH:8]=[CH:7][C:6]([C:9]2[CH:14]=[CH:13][CH:12]=[CH:11][CH:10]=2)=[CH:5][CH2:4][C:3]1=[O:15].O1CCCC1.[N:21](OCCC(C)C)=[O:22].CC(C)([O-])C.[K+]. The catalyst is Cl.C(OC)(C)(C)C.C1CCCCC1. The product is [CH3:1][N:2]1[CH:8]=[CH:7][C:6]([C:9]2[CH:14]=[CH:13][CH:12]=[CH:11][CH:10]=2)=[CH:5][C:4](=[N:21][OH:22])[C:3]1=[O:15]. The yield is 0.810. (5) The reactants are [NH2:1][C:2]1[N:3]=[CH:4][C:5]([C:17]2[CH:22]=[CH:21][C:20]([C:23]([N:25]3[CH2:30][CH2:29][N:28]([CH3:31])[CH2:27][CH2:26]3)=[O:24])=[CH:19][CH:18]=2)=[N:6][C:7]=1[C:8]1[O:9][C:10]2[CH:15]=[CH:14][N:13]=[CH:12][C:11]=2[N:16]=1.CO.[BrH:34]. The catalyst is ClCCl. The product is [BrH:34].[NH2:1][C:2]1[N:3]=[CH:4][C:5]([C:17]2[CH:18]=[CH:19][C:20]([C:23]([N:25]3[CH2:30][CH2:29][N:28]([CH3:31])[CH2:27][CH2:26]3)=[O:24])=[CH:21][CH:22]=2)=[N:6][C:7]=1[C:8]1[O:9][C:10]2[CH:15]=[CH:14][N:13]=[CH:12][C:11]=2[N:16]=1. The yield is 0.730. (6) The reactants are [C@@H:1]12[CH2:7][NH:6][C@@H:5]1[CH2:4][N:3]([C:8]1[CH:20]=[CH:19][C:18]3[C:17]4[C:12](=[CH:13][CH:14]=[CH:15][CH:16]=4)[C:11](=[O:21])[C:10]=3[CH:9]=1)[CH2:2]2.C=O.[BH-](OC(C)=O)(OC(C)=O)O[C:26](C)=O.[Na+]. The catalyst is O. The product is [CH3:26][N:6]1[CH2:7][C@@H:1]2[C@H:5]1[CH2:4][N:3]([C:8]1[CH:20]=[CH:19][C:18]3[C:17]4[C:12](=[CH:13][CH:14]=[CH:15][CH:16]=4)[C:11](=[O:21])[C:10]=3[CH:9]=1)[CH2:2]2. The yield is 0.910. (7) The reactants are [Cl:1][C:2]1[CH:19]=[CH:18][C:5]([CH2:6][NH:7][CH2:8][C:9]2[CH:14]=[CH:13][C:12]([CH:15]([CH3:17])[CH3:16])=[CH:11][CH:10]=2)=[CH:4][CH:3]=1.[CH2:20]([O:22][C@H:23]([C:36]([O:38][CH2:39][CH3:40])=[O:37])[CH2:24][C:25]1[CH:35]=[CH:34][C:28]([O:29][CH2:30][C:31](O)=[O:32])=[CH:27][CH:26]=1)[CH3:21].C(N(CC)C(C)C)(C)C.Cl.C([O-])(O)=O.[Na+]. The catalyst is C(Cl)Cl. The product is [Cl:1][C:2]1[CH:3]=[CH:4][C:5]([CH2:6][N:7]([CH2:8][C:9]2[CH:14]=[CH:13][C:12]([CH:15]([CH3:17])[CH3:16])=[CH:11][CH:10]=2)[C:31](=[O:32])[CH2:30][O:29][C:28]2[CH:27]=[CH:26][C:25]([CH2:24][C@H:23]([O:22][CH2:20][CH3:21])[C:36]([O:38][CH2:39][CH3:40])=[O:37])=[CH:35][CH:34]=2)=[CH:18][CH:19]=1. The yield is 0.460. (8) The reactants are [NH2:1][CH:2]1[CH2:7][CH2:6][N:5]([C:8]([O:10][CH2:11][C:12]2[CH:17]=[CH:16][CH:15]=[CH:14][CH:13]=2)=[O:9])[CH2:4][CH2:3]1.C(N(CC)CC)C.Br[CH:26]([CH3:33])[CH2:27][CH2:28][CH2:29][C:30](Cl)=[O:31]. The catalyst is C1COCC1. The product is [O:31]=[C:30]1[CH2:29][CH2:28][CH2:27][CH2:26][CH2:33][N:1]1[CH:2]1[CH2:3][CH2:4][N:5]([C:8]([O:10][CH2:11][C:12]2[CH:17]=[CH:16][CH:15]=[CH:14][CH:13]=2)=[O:9])[CH2:6][CH2:7]1. The yield is 0.100. (9) The reactants are Cl[S:2]([N:5]=[C:6]=[O:7])(=[O:4])=[O:3].[Cl:8][C:9]1[CH:14]=[CH:13][C:12]([C:15]2[CH:19]([C:20]3[CH:25]=[CH:24][CH:23]=[CH:22][CH:21]=3)[CH2:18][NH:17][N:16]=2)=[CH:11][CH:10]=1.[CH3:26][NH:27][CH3:28]. The catalyst is ClCCl. The product is [Cl:8][C:9]1[CH:10]=[CH:11][C:12]([C:15]2[CH:19]([C:20]3[CH:21]=[CH:22][CH:23]=[CH:24][CH:25]=3)[CH2:18][N:17]([C:6]([NH:5][S:2]([N:27]([CH3:28])[CH3:26])(=[O:4])=[O:3])=[O:7])[N:16]=2)=[CH:13][CH:14]=1. The yield is 0.580.